From a dataset of Reaction yield outcomes from USPTO patents with 853,638 reactions. Predict the reaction yield, written as a fraction of the theoretical maximum amount of product (1.0 means a 100% yield; for example, 0.34 means a 34% yield). (1) The reactants are [NH2:1][C:2]1[C:3]([NH:11][C@H:12]2[CH2:17][CH2:16][C@H:15]([CH2:18][C:19]#[N:20])[CH2:14][CH2:13]2)=[C:4]2[S:10][CH:9]=[CH:8][C:5]2=[N:6][CH:7]=1.[Cl:21][CH2:22][C:23](OCC)(OCC)OCC. The catalyst is C(O)(=O)C. The product is [Cl:21][CH2:22][C:23]1[N:11]([C@H:12]2[CH2:13][CH2:14][C@H:15]([CH2:18][C:19]#[N:20])[CH2:16][CH2:17]2)[C:3]2=[C:4]3[S:10][CH:9]=[CH:8][C:5]3=[N:6][CH:7]=[C:2]2[N:1]=1. The yield is 0.355. (2) The reactants are Cl[C:2]1[C:7]([C:8]#[N:9])=[CH:6][CH:5]=[CH:4][N:3]=1.[F:10][C:11]([F:22])([F:21])[C:12]1[CH:17]=[CH:16][CH:15]=[CH:14][C:13]=1B(O)O. No catalyst specified. The product is [F:10][C:11]([F:22])([F:21])[C:12]1[CH:17]=[CH:16][CH:15]=[CH:14][C:13]=1[C:2]1[N:3]=[CH:4][CH:5]=[CH:6][C:7]=1[C:8]#[N:9]. The yield is 0.300.